Predict the product of the given reaction. From a dataset of Forward reaction prediction with 1.9M reactions from USPTO patents (1976-2016). (1) Given the reactants C(NC1C=CC(C2C=C3C(CN([C@@H](C(C)C)C(O)=O)C3=O)=CC=2)=CC=1)(=O)C1C=CC=CC=1.[F:33][C:34]1[C:66]([CH3:67])=[CH:65][CH:64]=[C:63]([F:68])[C:35]=1[C:36]([NH:38][C:39]1[CH:44]=[CH:43][C:42]([C:45]2[CH:53]=[C:52]3[C:48]([CH2:49][N:50]([C@@H:55]([CH:60]([CH3:62])[CH3:61])[C:56]([O:58]C)=[O:57])[C:51]3=[O:54])=[CH:47][CH:46]=2)=[CH:41][CH:40]=1)=[O:37], predict the reaction product. The product is: [F:33][C:34]1[C:66]([CH3:67])=[CH:65][CH:64]=[C:63]([F:68])[C:35]=1[C:36]([NH:38][C:39]1[CH:44]=[CH:43][C:42]([C:45]2[CH:53]=[C:52]3[C:48]([CH2:49][N:50]([C@@H:55]([CH:60]([CH3:62])[CH3:61])[C:56]([OH:58])=[O:57])[C:51]3=[O:54])=[CH:47][CH:46]=2)=[CH:41][CH:40]=1)=[O:37]. (2) Given the reactants [CH2:1]([O:3][C:4](=[O:31])[C:5]([O:8][C:9]1[CH:14]=[CH:13][C:12]([O:15][CH2:16][CH2:17][C:18]2[N:19]=[C:20]([C:24]3[CH:29]=[CH:28][C:27](Br)=[CH:26][CH:25]=3)[O:21][C:22]=2[CH3:23])=[CH:11][CH:10]=1)([CH3:7])[CH3:6])[CH3:2].[F:32][C:33]1[CH:38]=[CH:37][CH:36]=[C:35]([F:39])[C:34]=1B(O)O.[F-].[K+].C1(P(C2CCCCC2)C2C=CC=CC=2C2C=CC=CC=2)CCCCC1, predict the reaction product. The product is: [CH2:1]([O:3][C:4](=[O:31])[C:5]([O:8][C:9]1[CH:14]=[CH:13][C:12]([O:15][CH2:16][CH2:17][C:18]2[N:19]=[C:20]([C:24]3[CH:29]=[CH:28][C:27]([C:34]4[C:33]([F:32])=[CH:38][CH:37]=[CH:36][C:35]=4[F:39])=[CH:26][CH:25]=3)[O:21][C:22]=2[CH3:23])=[CH:11][CH:10]=1)([CH3:7])[CH3:6])[CH3:2].